From a dataset of HIV replication inhibition screening data with 41,000+ compounds from the AIDS Antiviral Screen. Binary Classification. Given a drug SMILES string, predict its activity (active/inactive) in a high-throughput screening assay against a specified biological target. (1) The result is 0 (inactive). The molecule is O=C(Oc1cc(=O)c(OC(=O)c2ccccc2)co1)c1ccccc1. (2) The drug is Fc1ccc(Nc2nc(Cl)c3nc[nH]c3n2)cc1Cl. The result is 0 (inactive). (3) The molecule is CCOc1ccc(-c2oc(C=NNS(=O)(=O)c3ccc(C)cc3)c([N+](=O)[O-])c2-c2ccc(OCC)cc2)cc1. The result is 0 (inactive). (4) The molecule is CC(=O)OC(c1nccn1Cc1ccccc1)C1OC(C)(C)OC1C1COC(C)(C)O1. The result is 0 (inactive). (5) The molecule is CC(=O)NC1C(OCC(=O)N2CCCC2C(=O)NC(CCC(=O)NCCCCCNc2ccc([N+](=O)[O-])c3[nH]c4ccccc4c(=O)c23)C(N)=O)C(O)C(CO)OC1(C)OCc1ccccc1. The result is 0 (inactive).